The task is: Predict which catalyst facilitates the given reaction.. This data is from Catalyst prediction with 721,799 reactions and 888 catalyst types from USPTO. (1) Reactant: [Cl:1][C:2]1[CH:7]=[C:6](Cl)[CH:5]=[C:4]([Cl:9])[N:3]=1.[CH:10]1([C:14]#[N:15])[CH2:13][CH2:12][CH2:11]1.C[Si]([N-][Si](C)(C)C)(C)C.[Li+]. Product: [Cl:1][C:2]1[CH:7]=[C:6]([C:10]2([C:14]#[N:15])[CH2:13][CH2:12][CH2:11]2)[CH:5]=[C:4]([Cl:9])[N:3]=1. The catalyst class is: 1. (2) Reactant: N#N.[NH:3]1[C:7]2[CH:8]=[CH:9][CH:10]=[CH:11][C:6]=2[N:5]=[C:4]1[C@H:12]([NH:22][C:23](=[O:39])[NH:24][C@@H:25]1[CH2:30][CH2:29][N:28](C(OC(C)(C)C)=O)[CH2:27][C@@H:26]1[F:38])[CH2:13][C:14]1[CH:19]=[CH:18][C:17]([O:20][CH3:21])=[CH:16][CH:15]=1.FC(F)(F)S(O[Si](C(C)(C)C)(C)C)(=O)=O.[OH-].[Na+]. Product: [NH:3]1[C:7]2[CH:8]=[CH:9][CH:10]=[CH:11][C:6]=2[N:5]=[C:4]1[C@H:12]([NH:22][C:23]([NH:24][C@@H:25]1[CH2:30][CH2:29][NH:28][CH2:27][C@@H:26]1[F:38])=[O:39])[CH2:13][C:14]1[CH:15]=[CH:16][C:17]([O:20][CH3:21])=[CH:18][CH:19]=1. The catalyst class is: 2. (3) Reactant: [ClH:1].[OH:2][C@@H:3]([CH2:19][N:20]([C:25]1[CH:30]=[CH:29][C:28]([O:31][CH2:32][C:33]([O:35]CC)=[O:34])=[CH:27][CH:26]=1)[CH2:21][CH:22]([CH3:24])[CH3:23])[CH2:4][O:5][C:6]1[C:18]2[C:17]3[C:12](=[CH:13][CH:14]=[CH:15][CH:16]=3)[NH:11][C:10]=2[CH:9]=[CH:8][CH:7]=1.[OH-].[Na+].Cl. Product: [ClH:1].[OH:2][C@@H:3]([CH2:19][N:20]([C:25]1[CH:26]=[CH:27][C:28]([O:31][CH2:32][C:33]([OH:35])=[O:34])=[CH:29][CH:30]=1)[CH2:21][CH:22]([CH3:24])[CH3:23])[CH2:4][O:5][C:6]1[C:18]2[C:17]3[C:12](=[CH:13][CH:14]=[CH:15][CH:16]=3)[NH:11][C:10]=2[CH:9]=[CH:8][CH:7]=1. The catalyst class is: 353.